Dataset: Catalyst prediction with 721,799 reactions and 888 catalyst types from USPTO. Task: Predict which catalyst facilitates the given reaction. (1) Reactant: [NH2:1][CH2:2][C:3]1[CH:8]=[C:7]([C:9]([O:11][CH3:12])=[O:10])[CH:6]=[CH:5][N:4]=1.C(N(CC)CC)C.[C:20](O[C:20]([O:22][C:23]([CH3:26])([CH3:25])[CH3:24])=[O:21])([O:22][C:23]([CH3:26])([CH3:25])[CH3:24])=[O:21]. Product: [C:23]([O:22][C:20]([NH:1][CH2:2][C:3]1[CH:8]=[C:7]([C:9]([O:11][CH3:12])=[O:10])[CH:6]=[CH:5][N:4]=1)=[O:21])([CH3:26])([CH3:25])[CH3:24]. The catalyst class is: 4. (2) Product: [Cl:16][C:13]1[CH:14]=[CH:15][C:10]([NH:9][C:7]([NH:6][C:4](=[O:5])[O:3][CH2:1][CH3:2])=[S:8])=[N:11][CH:12]=1. Reactant: [CH2:1]([O:3][C:4]([N:6]=[C:7]=[S:8])=[O:5])[CH3:2].[NH2:9][C:10]1[CH:15]=[CH:14][C:13]([Cl:16])=[CH:12][N:11]=1.C(OCC)(=O)C. The catalyst class is: 12. (3) Reactant: [C:1]([C:3]1[C:4]([C:34]2[CH:39]=[C:38]([F:40])[CH:37]=[CH:36][C:35]=2[O:41][CH3:42])=[C:5]2[CH:11]=[C:10]([C:12]3[CH2:17][CH2:16][N:15]([C:18]([O:20][C:21]([CH3:24])([CH3:23])[CH3:22])=[O:19])[CH2:14][CH:13]=3)[N:9](S(C3C=CC=CC=3)(=O)=O)[C:6]2=[N:7][CH:8]=1)#[N:2].[OH-].[Na+]. Product: [C:1]([C:3]1[C:4]([C:34]2[CH:39]=[C:38]([F:40])[CH:37]=[CH:36][C:35]=2[O:41][CH3:42])=[C:5]2[CH:11]=[C:10]([C:12]3[CH2:17][CH2:16][N:15]([C:18]([O:20][C:21]([CH3:24])([CH3:23])[CH3:22])=[O:19])[CH2:14][CH:13]=3)[NH:9][C:6]2=[N:7][CH:8]=1)#[N:2]. The catalyst class is: 364. (4) Reactant: [NH:1]1[CH2:4][CH:3]([C:5]2[N:6]([CH3:31])[C:7]3[C:12]([N:13]=2)=[C:11]([N:14]2[CH2:19][CH2:18][O:17][CH2:16][CH2:15]2)[N:10]=[C:9]([N:20]2[C:24]4[CH:25]=[CH:26][CH:27]=[CH:28][C:23]=4[N:22]=[C:21]2[CH2:29][CH3:30])[N:8]=3)[CH2:2]1.[O:32]1[CH2:37][CH2:36][C:35](=O)[CH2:34][CH2:33]1.C(O[BH-](OC(=O)C)OC(=O)C)(=O)C.[Na+]. Product: [CH2:29]([C:21]1[N:20]([C:9]2[N:8]=[C:7]3[C:12]([N:13]=[C:5]([CH:3]4[CH2:2][N:1]([CH:35]5[CH2:36][CH2:37][O:32][CH2:33][CH2:34]5)[CH2:4]4)[N:6]3[CH3:31])=[C:11]([N:14]3[CH2:15][CH2:16][O:17][CH2:18][CH2:19]3)[N:10]=2)[C:24]2[CH:25]=[CH:26][CH:27]=[CH:28][C:23]=2[N:22]=1)[CH3:30]. The catalyst class is: 26. (5) Reactant: [Cl:1][C:2]1[N:11]=[CH:10][C:9]2[C:4](=[CH:5][CH:6]=[C:7]([O:12]C)[CH:8]=2)[N:3]=1.B(Br)(Br)Br.COC. Product: [Cl:1][C:2]1[N:11]=[CH:10][C:9]2[C:4](=[CH:5][CH:6]=[C:7]([OH:12])[CH:8]=2)[N:3]=1. The catalyst class is: 2.